From a dataset of Full USPTO retrosynthesis dataset with 1.9M reactions from patents (1976-2016). Predict the reactants needed to synthesize the given product. (1) The reactants are: [CH3:1][O:2][C:3]1[C:8]2[S:9](=[O:26])(=[O:25])[CH2:10][C:11]3[C:15]([C:16]([OH:18])=O)=[N:14][N:13]([C:19]4[CH:24]=[CH:23][CH:22]=[CH:21][CH:20]=4)[C:12]=3[C:7]=2[CH:6]=[CH:5][CH:4]=1.C(N(CC)CC)C.C(P1(=O)OP(CCC)(=O)OP(CCC)(=O)O1)CC.CCOC(C)=O.[NH:58]1[CH2:63][CH2:62][O:61][CH2:60][CH2:59]1. Given the product [CH3:1][O:2][C:3]1[C:8]2[S:9](=[O:26])(=[O:25])[CH2:10][C:11]3[C:15]([C:16]([N:58]4[CH2:63][CH2:62][O:61][CH2:60][CH2:59]4)=[O:18])=[N:14][N:13]([C:19]4[CH:24]=[CH:23][CH:22]=[CH:21][CH:20]=4)[C:12]=3[C:7]=2[CH:6]=[CH:5][CH:4]=1, predict the reactants needed to synthesize it. (2) Given the product [CH3:1][O:2][C:3](=[O:17])[C:4]1[C:9]([N+:10]([O-:12])=[O:11])=[CH:8][CH:7]=[CH:6][C:5]=1[CH2:13][CH2:14][C:15]([OH:20])=[O:16], predict the reactants needed to synthesize it. The reactants are: [CH3:1][O:2][C:3](=[O:17])[C:4]1[C:9]([N+:10]([O-:12])=[O:11])=[CH:8][CH:7]=[CH:6][C:5]=1[CH2:13][CH2:14][CH2:15][OH:16].CC(C)=[O:20].OS(O)(=O)=O.O=[Cr](=O)=O. (3) Given the product [O:21]1[CH2:22][CH2:23][N:18]([C:14]2[O:13][C:12]3[C:8]([C:5]4[CH:6]=[CH:7][C:2]([N:64]5[CH2:69][CH2:68][O:67][CH2:66][CH2:65]5)=[CH:3][CH:4]=4)=[CH:9][S:10][C:11]=3[C:16](=[O:17])[CH:15]=2)[CH2:19][CH2:20]1, predict the reactants needed to synthesize it. The reactants are: Cl[C:2]1[CH:7]=[CH:6][C:5]([C:8]2[C:12]3[O:13][C:14]([N:18]4[CH2:23][CH2:22][O:21][CH2:20][CH2:19]4)=[CH:15][C:16](=[O:17])[C:11]=3[S:10][CH:9]=2)=[CH:4][CH:3]=1.CC(C)([O-])C.[Na+].C1(P(C2CCCCC2)C2C=CC=CC=2C2C(C(C)C)=CC(C(C)C)=CC=2C(C)C)CCCCC1.[NH:64]1[CH2:69][CH2:68][O:67][CH2:66][CH2:65]1. (4) Given the product [N:22]1[NH:35][N:36]=[N:37][C:21]=1[CH2:20][C:17]1[CH:18]=[CH:19][C:14]([C:9]2[CH:10]=[CH:11][C:12](=[O:13])[N:7]([CH2:6][C:5]3[CH:23]=[CH:24][C:2]([Cl:1])=[CH:3][CH:4]=3)[CH:8]=2)=[CH:15][CH:16]=1, predict the reactants needed to synthesize it. The reactants are: [Cl:1][C:2]1[CH:24]=[CH:23][C:5]([CH2:6][N:7]2[C:12](=[O:13])[CH:11]=[CH:10][C:9]([C:14]3[CH:19]=[CH:18][C:17]([CH2:20][C:21]#[N:22])=[CH:16][CH:15]=3)=[CH:8]2)=[CH:4][CH:3]=1.C([Sn](=O)CCCC)CCC.[N:35]([Si](C)(C)C)=[N+:36]=[N-:37]. (5) Given the product [CH3:14][O:13][C:3]1[CH:4]=[CH:5][C:6]([O:8][C:9]([F:12])([F:11])[F:10])=[CH:7][C:2]=1[O:21][C:20]1[CH:19]=[CH:18][CH:17]=[CH:16][C:15]=1[CH3:22], predict the reactants needed to synthesize it. The reactants are: Br[C:2]1[CH:7]=[C:6]([O:8][C:9]([F:12])([F:11])[F:10])[CH:5]=[CH:4][C:3]=1[O:13][CH3:14].[C:15]1([CH3:22])[C:20]([OH:21])=[CH:19][CH:18]=[CH:17][CH:16]=1. (6) Given the product [C:1]([C:3]1[CH:4]=[C:5]([C:13]2[S:17][C:16]([C:18]3[CH:27]=[CH:26][CH:25]=[C:24]4[C:19]=3[CH2:20][CH2:21][CH2:22][C@H:23]4[NH:28][S:29]([CH2:32][C:33]([N:51]([CH3:52])[CH3:50])=[O:35])(=[O:31])=[O:30])=[N:15][N:14]=2)[CH:6]=[CH:7][C:8]=1[O:9][CH:10]([CH3:11])[CH3:12])#[N:2], predict the reactants needed to synthesize it. The reactants are: [C:1]([C:3]1[CH:4]=[C:5]([C:13]2[S:17][C:16]([C:18]3[CH:27]=[CH:26][CH:25]=[C:24]4[C:19]=3[CH2:20][CH2:21][CH2:22][C@H:23]4[NH:28][S:29]([CH2:32][C:33]([OH:35])=O)(=[O:31])=[O:30])=[N:15][N:14]=2)[CH:6]=[CH:7][C:8]=1[O:9][CH:10]([CH3:12])[CH3:11])#[N:2].C1C=CC2N(O)N=NC=2C=1.C(Cl)CCl.[CH3:50][NH:51][CH3:52]. (7) Given the product [C:16]([C:15]1[CH:18]=[CH:19][C:12]([N:4]2[C@@H:5]([CH:7]3[CH2:11][CH2:10][CH2:9][CH2:8]3)[CH2:6][C:2]([C:29]3[CH:28]=[CH:27][C:23]([C:24]([NH2:26])=[O:25])=[C:22]([CH3:21])[CH:30]=3)=[N:3]2)=[N:13][C:14]=1[CH3:20])#[N:17], predict the reactants needed to synthesize it. The reactants are: Cl[C:2]1[CH2:6][C@H:5]([CH:7]2[CH2:11][CH2:10][CH2:9][CH2:8]2)[N:4]([C:12]2[CH:19]=[CH:18][C:15]([C:16]#[N:17])=[C:14]([CH3:20])[N:13]=2)[N:3]=1.[CH3:21][C:22]1[CH:30]=[C:29](B2OC(C)(C)C(C)(C)O2)[CH:28]=[CH:27][C:23]=1[C:24]([NH2:26])=[O:25]. (8) Given the product [C:1]12([C:11]3[CH:30]=[CH:29][C:14]([O:15][CH2:16][C:17]([NH:19][C:20]4[CH:21]=[N:22][CH:23]=[C:24]([CH:28]=4)[C:25]([NH:31][CH2:32][CH2:33][CH2:34][N:35]4[CH:39]=[CH:38][N:37]=[CH:36]4)=[O:26])=[O:18])=[CH:13][CH:12]=3)[CH2:10][CH:5]3[CH2:4][CH:3]([CH2:9][CH:7]([CH2:6]3)[CH2:8]1)[CH2:2]2, predict the reactants needed to synthesize it. The reactants are: [C:1]12([C:11]3[CH:30]=[CH:29][C:14]([O:15][CH2:16][C:17]([NH:19][C:20]4[CH:21]=[N:22][CH:23]=[C:24]([CH:28]=4)[C:25](O)=[O:26])=[O:18])=[CH:13][CH:12]=3)[CH2:10][CH:5]3[CH2:6][CH:7]([CH2:9][CH:3]([CH2:4]3)[CH2:2]1)[CH2:8]2.[NH2:31][CH2:32][CH2:33][CH2:34][N:35]1[CH:39]=[CH:38][N:37]=[CH:36]1.C1CN([P+](ON2N=NC3C=CC=CC2=3)(N2CCCC2)N2CCCC2)CC1.F[P-](F)(F)(F)(F)F.CO. (9) Given the product [Cl:1][C:2]1[CH:3]=[N:4][C:5]([N:24]2[CH2:28][CH2:27][CH2:26][CH:25]2[C:29]2[CH:30]=[CH:31][CH:32]=[CH:33][CH:34]=2)=[C:6]([CH:23]=1)[C:7]([NH:9][C:10]1([C:13]2[CH:14]=[CH:15][C:16]([C:17]([OH:19])=[O:18])=[CH:21][CH:22]=2)[CH2:12][CH2:11]1)=[O:8], predict the reactants needed to synthesize it. The reactants are: [Cl:1][C:2]1[CH:3]=[N:4][C:5]([N:24]2[CH2:28][CH2:27][CH2:26][CH:25]2[C:29]2[CH:34]=[CH:33][CH:32]=[CH:31][CH:30]=2)=[C:6]([CH:23]=1)[C:7]([NH:9][C:10]1([C:13]2[CH:22]=[CH:21][C:16]([C:17]([O:19]C)=[O:18])=[CH:15][CH:14]=2)[CH2:12][CH2:11]1)=[O:8].[OH-].[Na+].Cl.